From a dataset of Catalyst prediction with 721,799 reactions and 888 catalyst types from USPTO. Predict which catalyst facilitates the given reaction. (1) Reactant: [CH3:1][C@@:2]1([OH:22])[CH2:7][CH2:6][C@H:5]2[C@H:8]3[C@H:18]([CH2:19][CH2:20][C@:3]12[CH3:4])[C@:16]1([CH3:17])[CH:11]([CH2:12][C@@H:13]2[O:21][C@@H:14]2[CH2:15]1)[CH2:10][CH2:9]3.O.[NH:24]1[CH2:29][CH2:28][NH:27][CH2:26][CH2:25]1. Product: [CH3:1][C@@:2]1([OH:22])[CH2:7][CH2:6][C@H:5]2[C@H:8]3[C@H:18]([CH2:19][CH2:20][C@:3]12[CH3:4])[C@:16]1([CH3:17])[CH:11]([CH2:12][C@H:13]([OH:21])[C@@H:14]([N:24]2[CH2:29][CH2:28][NH:27][CH2:26][CH2:25]2)[CH2:15]1)[CH2:10][CH2:9]3. The catalyst class is: 4. (2) Reactant: [NH2:1][C:2]1[CH:9]=[CH:8][C:5]([C:6]#[N:7])=[C:4]([Cl:10])[CH:3]=1.C(=O)(O)[O-].[Na+].O.[C:17](Cl)(Cl)=[S:18]. Product: [Cl:10][C:4]1[CH:3]=[C:2]([N:1]=[C:17]=[S:18])[CH:9]=[CH:8][C:5]=1[C:6]#[N:7]. The catalyst class is: 4. (3) Reactant: [ClH:1].[NH2:2][CH2:3][CH2:4][C@H:5](O)[C:6]([O:8][CH3:9])=[O:7].Cl.O1CCOCC1.S(Cl)([Cl:20])=O. Product: [ClH:20].[NH2:2][CH2:3][CH2:4][C@@H:5]([Cl:1])[C:6]([O:8][CH3:9])=[O:7]. The catalyst class is: 17. (4) Reactant: [CH:1]([C:3]1[N:4]([CH2:12][CH2:13][C:14]([OH:16])=[O:15])[C:5]2[C:10]([CH:11]=1)=[CH:9][CH:8]=[CH:7][CH:6]=2)=O.[C:17]([N:34]([NH:36][CH3:37])[CH3:35])([O:19][CH2:20][CH:21]1[C:33]2[C:28](=[CH:29][CH:30]=[CH:31][CH:32]=2)[C:27]2[C:22]1=[CH:23][CH:24]=[CH:25][CH:26]=2)=[O:18].C(O[BH-](OC(=O)C)OC(=O)C)(=O)C.[Na+]. Product: [CH:23]1[C:22]2[CH:21]([CH2:20][O:19][C:17]([N:34]([CH3:35])[N:36]([CH2:1][C:3]3[N:4]([CH2:12][CH2:13][C:14]([OH:16])=[O:15])[C:5]4[C:10]([CH:11]=3)=[CH:9][CH:8]=[CH:7][CH:6]=4)[CH3:37])=[O:18])[C:33]3[C:28](=[CH:29][CH:30]=[CH:31][CH:32]=3)[C:27]=2[CH:26]=[CH:25][CH:24]=1. The catalyst class is: 26. (5) Reactant: Br[C:2]1[CH:3]=[C:4]([N:8]2[CH2:13][CH2:12][N:11]([C:14]([O:16][C:17]([CH3:20])([CH3:19])[CH3:18])=[O:15])[CH2:10][CH2:9]2)[CH:5]=[CH:6][CH:7]=1.[Li]CCCC.C([O:29][B:30](OC(C)C)[O:31]C(C)C)(C)C. Product: [C:17]([O:16][C:14]([N:11]1[CH2:12][CH2:13][N:8]([C:4]2[CH:3]=[C:2]([B:30]([OH:31])[OH:29])[CH:7]=[CH:6][CH:5]=2)[CH2:9][CH2:10]1)=[O:15])([CH3:20])([CH3:19])[CH3:18]. The catalyst class is: 1. (6) Reactant: [C:1]([NH:4][CH2:5][CH2:6][CH2:7][S:8]([O:11][CH2:12][C:13]([CH3:36])([CH3:35])[C@@H:14]([O:27]CC1C=CC=CC=1)[C:15]([O:17][CH2:18][CH2:19][O:20][C:21]([O:23][CH:24]([CH3:26])[CH3:25])=[O:22])=[O:16])(=[O:10])=[O:9])(=[O:3])[CH3:2].Cl. Product: [C:1]([NH:4][CH2:5][CH2:6][CH2:7][S:8]([O:11][CH2:12][C:13]([CH3:35])([CH3:36])[C@@H:14]([OH:27])[C:15]([O:17][CH2:18][CH2:19][O:20][C:21]([O:23][CH:24]([CH3:25])[CH3:26])=[O:22])=[O:16])(=[O:9])=[O:10])(=[O:3])[CH3:2]. The catalyst class is: 43. (7) Reactant: C(OC([N:8]1[CH2:13][CH2:12][N:11]([C:14]2[C:19]([C:20]3[CH:25]=[CH:24][C:23]([CH2:26][O:27][CH3:28])=[CH:22][CH:21]=3)=[N:18][CH:17]=[CH:16][N:15]=2)[CH2:10][CH2:9]1)=O)(C)(C)C.[ClH:29]. Product: [ClH:29].[ClH:29].[CH3:28][O:27][CH2:26][C:23]1[CH:24]=[CH:25][C:20]([C:19]2[C:14]([N:11]3[CH2:12][CH2:13][NH:8][CH2:9][CH2:10]3)=[N:15][CH:16]=[CH:17][N:18]=2)=[CH:21][CH:22]=1. The catalyst class is: 12. (8) The catalyst class is: 407. Reactant: [CH3:1][C:2]1[CH:3]=[CH:4][C:5]([CH:9]([C:25]2[N:26]=[CH:27][O:28][CH:29]=2)[O:10][C@@H:11]2[CH2:16][CH2:15][CH2:14][C@H:13]([CH:17]=[C:18]3[S:22][C:21](=[O:23])[NH:20][C:19]3=[O:24])[CH2:12]2)=[C:6]([CH3:8])[CH:7]=1. Product: [CH3:1][C:2]1[CH:3]=[CH:4][C:5]([CH:9]([C:25]2[N:26]=[CH:27][O:28][CH:29]=2)[O:10][C@@H:11]2[CH2:16][CH2:15][CH2:14][C@H:13]([CH2:17][CH:18]3[S:22][C:21](=[O:23])[NH:20][C:19]3=[O:24])[CH2:12]2)=[C:6]([CH3:8])[CH:7]=1. (9) Reactant: N#N.[N+:3]([C:6]1[CH:7]=[N:8][CH:9]=[CH:10][C:11]=1[N:12]1[CH2:17][C@H:16]([CH3:18])[C@@H:15]([O:19][Si:20]([C:23]([CH3:26])([CH3:25])[CH3:24])([CH3:22])[CH3:21])[C@H:14]([NH:27][C:28](=[O:34])[O:29][C:30]([CH3:33])([CH3:32])[CH3:31])[CH2:13]1)([O-])=O. Product: [NH2:3][C:6]1[CH:7]=[N:8][CH:9]=[CH:10][C:11]=1[N:12]1[CH2:17][C@H:16]([CH3:18])[C@@H:15]([O:19][Si:20]([C:23]([CH3:26])([CH3:25])[CH3:24])([CH3:22])[CH3:21])[C@H:14]([NH:27][C:28](=[O:34])[O:29][C:30]([CH3:33])([CH3:32])[CH3:31])[CH2:13]1. The catalyst class is: 748.